This data is from Full USPTO retrosynthesis dataset with 1.9M reactions from patents (1976-2016). The task is: Predict the reactants needed to synthesize the given product. (1) Given the product [OH:1][C:2]1[C:7]([N+:24]([O-:26])=[O:25])=[CH:6][C:5](/[CH:8]=[C:9](/[C:12]2[CH:13]=[N:14][C:15]([C:18]([F:19])([F:20])[F:21])=[CH:16][CH:17]=2)\[C:10]#[N:11])=[CH:4][C:3]=1[O:22][CH3:23], predict the reactants needed to synthesize it. The reactants are: [OH:1][C:2]1[CH:7]=[CH:6][C:5](/[CH:8]=[C:9](/[C:12]2[CH:13]=[N:14][C:15]([C:18]([F:21])([F:20])[F:19])=[CH:16][CH:17]=2)\[C:10]#[N:11])=[CH:4][C:3]=1[O:22][CH3:23].[N+:24]([O-])([OH:26])=[O:25]. (2) Given the product [F:1][C:2]1([F:13])[C:5]2[C:6](=[CH:7][CH:8]=[CH:9][CH:10]=2)[C:11](=[O:12])[O:4][CH2:3]1, predict the reactants needed to synthesize it. The reactants are: [F:1][C:2]([F:13])([C:5]1[CH:10]=[CH:9][CH:8]=[CH:7][C:6]=1[CH2:11][OH:12])[CH2:3][OH:4].C(Cl)(Cl)Cl. (3) The reactants are: [CH3:1][N:2]1[CH2:6][CH:5]([C:7](O)=[O:8])[C:4]([C:10]([F:13])([F:12])[F:11])=[N:3]1.C(Cl)(=O)C(Cl)=O.[CH3:20][CH:21]([C:26]1[S:27][CH:28]=[CH:29][C:30]=1[NH2:31])[CH2:22][CH:23]([CH3:25])[CH3:24].C(N(CC)CC)C. Given the product [CH3:20][CH:21]([C:26]1[S:27][CH:28]=[CH:29][C:30]=1[NH:31][C:7]([CH:5]1[CH2:6][N:2]([CH3:1])[N:3]=[C:4]1[C:10]([F:13])([F:12])[F:11])=[O:8])[CH2:22][CH:23]([CH3:24])[CH3:25], predict the reactants needed to synthesize it. (4) The reactants are: C([O:3][C:4]([C:6]1[C:7](=[O:18])[NH:8][N:9]=[C:10]([C:12]2[CH:17]=[CH:16][N:15]=[CH:14][CH:13]=2)[CH:11]=1)=O)C.O.[NH2:20][NH2:21]. Given the product [O:18]=[C:7]1[C:6]([C:4]([NH:20][NH2:21])=[O:3])=[CH:11][C:10]([C:12]2[CH:17]=[CH:16][N:15]=[CH:14][CH:13]=2)=[N:9][NH:8]1, predict the reactants needed to synthesize it. (5) Given the product [N:19]1([C:14]2[C:13]([NH:12][S:9]([C:4]3[CH:5]=[CH:6][CH:7]=[CH:8][C:3]=3[C:2]([F:33])([F:32])[F:1])(=[O:11])=[O:10])=[N:18][CH:17]=[CH:16][N:15]=2)[CH2:24][CH2:23][NH:22][CH2:21][CH2:20]1, predict the reactants needed to synthesize it. The reactants are: [F:1][C:2]([F:33])([F:32])[C:3]1[CH:8]=[CH:7][CH:6]=[CH:5][C:4]=1[S:9]([NH:12][C:13]1[C:14]([N:19]2[CH2:24][CH2:23][N:22](C(OC(C)(C)C)=O)[CH2:21][CH2:20]2)=[N:15][CH:16]=[CH:17][N:18]=1)(=[O:11])=[O:10].FC(F)(F)C(O)=O. (6) Given the product [CH:1]1([N:6]2[C:10]3[N:11]=[C:12]([NH:15][C:16]4[CH:24]=[CH:23][C:19]([C:20]([N:35]5[CH2:36][CH:37]6[CH:32]([N:31]([CH3:40])[CH3:30])[CH:33]([CH2:39][CH2:38]6)[CH2:34]5)=[O:21])=[CH:18][N:17]=4)[N:13]=[CH:14][C:9]=3[CH:8]=[C:7]2[C:25]([N:26]([CH3:27])[CH3:28])=[O:29])[CH2:5][CH2:4][CH2:3][CH2:2]1, predict the reactants needed to synthesize it. The reactants are: [CH:1]1([N:6]2[C:10]3[N:11]=[C:12]([NH:15][C:16]4[CH:24]=[CH:23][C:19]([C:20](O)=[O:21])=[CH:18][N:17]=4)[N:13]=[CH:14][C:9]=3[CH:8]=[C:7]2[C:25](=[O:29])[N:26]([CH3:28])[CH3:27])[CH2:5][CH2:4][CH2:3][CH2:2]1.[CH3:30][N:31]([CH3:40])[CH:32]1[CH:37]2[CH2:38][CH2:39][CH:33]1[CH2:34][NH:35][CH2:36]2. (7) Given the product [CH3:19][O:20][C:21](=[O:37])[CH2:22][CH2:23][CH2:24][S:25][CH2:26][CH2:27][N:28]1[C@@H:29](/[CH:35]=[CH:5]/[C:4](=[O:3])[CH2:12][C:13]2[CH:14]=[CH:15][CH:16]=[CH:17][CH:18]=2)[CH2:30][CH2:31][CH2:32][C:33]1=[O:34], predict the reactants needed to synthesize it. The reactants are: [H-].[Na+].[O:3]=[C:4]([CH2:12][C:13]1[CH:18]=[CH:17][CH:16]=[CH:15][CH:14]=1)[CH2:5]P(=O)(OC)OC.[CH3:19][O:20][C:21](=[O:37])[CH2:22][CH2:23][CH2:24][S:25][CH2:26][CH2:27][N:28]1[C:33](=[O:34])[CH2:32][CH2:31][CH2:30][C@@H:29]1[CH:35]=O. (8) Given the product [O:44]=[C:38]1[CH:37]([N:31]2[CH2:30][C:29]3[C:33](=[CH:34][CH:35]=[C:27]([CH2:26][NH:25][C:3](=[O:5])[C:2]([F:1])([F:18])[C:6]4[CH:11]=[CH:10][C:9]([O:12][C:13]([F:16])([F:15])[F:14])=[C:8]([CH3:17])[CH:7]=4)[CH:28]=3)[C:32]2=[O:36])[CH2:42][CH2:41][C:40](=[O:43])[NH:39]1, predict the reactants needed to synthesize it. The reactants are: [F:1][C:2]([F:18])([C:6]1[CH:11]=[CH:10][C:9]([O:12][C:13]([F:16])([F:15])[F:14])=[C:8]([CH3:17])[CH:7]=1)[C:3]([OH:5])=O.P(Cl)(Cl)(Cl)=O.Cl.[NH2:25][CH2:26][C:27]1[CH:28]=[C:29]2[C:33](=[CH:34][CH:35]=1)[C:32](=[O:36])[N:31]([CH:37]1[CH2:42][CH2:41][C:40](=[O:43])[NH:39][C:38]1=[O:44])[CH2:30]2.C(=O)(O)[O-].[Na+]. (9) Given the product [Cl:1][C:2]1[CH:3]=[CH:4][C:5]([OH:11])=[C:6]([CH:10]=1)[C:7]([NH:16][C:15]1[CH:17]=[CH:18][CH:19]=[CH:20][C:14]=1[C:13]([F:12])([F:21])[F:22])=[O:9], predict the reactants needed to synthesize it. The reactants are: [Cl:1][C:2]1[CH:10]=[C:6]([C:7]([OH:9])=O)[C:5]([OH:11])=[CH:4][CH:3]=1.[F:12][C:13]([F:22])([F:21])[C:14]1[CH:20]=[CH:19][CH:18]=[CH:17][C:15]=1[NH2:16]. (10) The reactants are: [CH3:1][N:2]([C:4]([NH:6][CH3:7])=[S:5])[NH2:3].[Cl:8][C:9]1[C:14]([O:15][CH3:16])=[CH:13][C:12]([C:17](=O)[C:18](O)=[O:19])=[C:11]([F:22])[CH:10]=1. Given the product [Cl:8][C:9]1[C:14]([O:15][CH3:16])=[CH:13][C:12]([C:17]2[C:18](=[O:19])[N:6]([CH3:7])[C:4](=[S:5])[N:2]([CH3:1])[N:3]=2)=[C:11]([F:22])[CH:10]=1, predict the reactants needed to synthesize it.